Dataset: NCI-60 drug combinations with 297,098 pairs across 59 cell lines. Task: Regression. Given two drug SMILES strings and cell line genomic features, predict the synergy score measuring deviation from expected non-interaction effect. Drug 1: CS(=O)(=O)C1=CC(=C(C=C1)C(=O)NC2=CC(=C(C=C2)Cl)C3=CC=CC=N3)Cl. Drug 2: C1CC(=O)NC(=O)C1N2C(=O)C3=CC=CC=C3C2=O. Cell line: NCI-H226. Synergy scores: CSS=11.9, Synergy_ZIP=1.81, Synergy_Bliss=7.86, Synergy_Loewe=3.55, Synergy_HSA=6.88.